This data is from Full USPTO retrosynthesis dataset with 1.9M reactions from patents (1976-2016). The task is: Predict the reactants needed to synthesize the given product. (1) Given the product [C:12]([C:8]1[CH:7]=[C:6]2[C:11]([C:2]([Cl:1])=[CH:3][CH:4]=[N:5]2)=[CH:10][CH:9]=1)([OH:26])=[O:31].[N:16]1[C:25]2[C:20](=[CH:21][CH:22]=[CH:23][CH:24]=2)[CH:19]=[CH:18][N:17]=1, predict the reactants needed to synthesize it. The reactants are: [Cl:1][C:2]1[C:11]2[C:6](=[CH:7][C:8]([C:12](F)(F)F)=[CH:9][CH:10]=2)[N:5]=[CH:4][CH:3]=1.[N:16]1[C:25]2[C:20](=[CH:21][CH:22]=[CH:23][CH:24]=2)[CH:19]=[CH:18][N:17]=1.[OH:26]S(O)(=O)=O.[OH2:31]. (2) Given the product [F:12][C:8]1[CH:7]=[C:6]2[C:11]([C:2]([N:32]3[C:30]4[C:29](=[CH:28][CH:27]=[C:26]([N:23]5[CH2:22][CH2:21][O:20][CH2:25][CH2:24]5)[CH:31]=4)[C:34]4([CH2:39][CH2:38][O:37][CH2:36][CH2:35]4)[CH2:33]3)=[C:3]([CH3:19])[C:4]([C:13]3[CH:18]=[CH:17][N:16]=[CH:15][CH:14]=3)=[N:5]2)=[CH:10][CH:9]=1, predict the reactants needed to synthesize it. The reactants are: Cl[C:2]1[C:11]2[C:6](=[CH:7][C:8]([F:12])=[CH:9][CH:10]=2)[N:5]=[C:4]([C:13]2[CH:18]=[CH:17][N:16]=[CH:15][CH:14]=2)[C:3]=1[CH3:19].[O:20]1[CH2:25][CH2:24][N:23]([C:26]2[CH:31]=[C:30]3[NH:32][CH2:33][C:34]4([CH2:39][CH2:38][O:37][CH2:36][CH2:35]4)[C:29]3=[CH:28][CH:27]=2)[CH2:22][CH2:21]1.Cl.O1CCOCC1.